This data is from TCR-epitope binding with 47,182 pairs between 192 epitopes and 23,139 TCRs. The task is: Binary Classification. Given a T-cell receptor sequence (or CDR3 region) and an epitope sequence, predict whether binding occurs between them. (1) The epitope is SEVGPEHSLAEY. The TCR CDR3 sequence is CASSQDPASGGATDTQYF. Result: 1 (the TCR binds to the epitope). (2) The epitope is YLDAYNMMI. The TCR CDR3 sequence is CASSQDGGSVPFF. Result: 0 (the TCR does not bind to the epitope).